Binary Classification. Given two protein amino acid sequences, predict whether they physically interact or not. From a dataset of Human Reference Interactome with 51,813 positive PPI pairs across 8,248 proteins, plus equal number of experimentally-validated negative pairs. (1) Protein 1 (ENSG00000167981) has sequence MASMPPTPEAQGPILFEDLAVYFSQEECVTLHPAQRSLSKDGTKESLEDAALMGEEGKPEINQQLSLESMELDELALEKYPIAAPLVPYPEKSSEDGVGNPEAKILSGTPTYKRRVISLLVTIENHTPLVELSEYLGTNTLSEILDSPWEGAKNVYKCPECDQNFSDHSYLVLHQKIHSGEKKHKCGDCGKIFNHRANLRTHRRIHTGEKPYKCAKCSASFRQHSHLSRHMNSHVKEKPYTCSICGRGFMWLPGLAQHQKSHSAENTYESTNCDKHFNEKPNLALPEETFVSGPQYQHTK.... Protein 2 (ENSG00000103051) has sequence MGTKMADLDSPPKLSGVQQPSEGVGGGRCSEISAELIRSLTELQELEAVYERLCGEEKVVERELDALLEQQNTIESKMVTLHRMGPNLQLIEGDAKQLAGMITFTCNLAENVSSKVRQLDLAKNRLYQAIQRADDILDLKFCMDGVQTALRSEDYEQAAAHTHRYLCLDKSVIELSRQGKEGSMIDANLKLLQEAEQRLKAIVAEKFAIATKEGDLPQVERFFKIFPLLGLHEEGLRKFSEYLCKQVASKAEENLLMVLGTDMSDRRAAVIFADTLTLLFEGIARIVETHQPIVETYYGP.... Result: 0 (the proteins do not interact). (2) Protein 1 (ENSG00000109881) has sequence MWAAGRWGPTFPSSYAGFSADCRPRSRPSSDSCSVPMTGARGQGLEVVRSPSPPLPLSCSNSTRSLLSPLGHQSFQFDEDDGDGEDEEDVDDEEDVDEDAHDSEAKVASLRGMELQGCASTQVESENNQEEQKQVRLPESRLTPWEVWFIGKEKEERDRLQLKALEELNQQLEKRKEMEEREKRKIIAEEKHKEWVQKKNEQVRRGKWIHTLTSLLQNISSYYTSLPRF*MWAAGRWGPTFPSSYAGFSADCRPRSRPSSDSCSVPMTGARGQGLEVVRSPSPPLPLSCSNSTRSLLSPL.... Protein 2 (ENSG00000165259) has sequence MNLRSVFTVEQQRILQRYYENGMTNQSKNCFQLILQCAQETKLDFSVVRTWVGNKRRKMSSKNSESGTATTGTSLSAPDITVRNVVNIARPSSQQSSWTSANNDVIVTGIYSPASSSSRQGTNKHTDTQITEAHKIPIQKTATKNDTEFQLHIPVQRQVAHCKNASLLLGEKTIILSRQTSVLNAGNSVFNHAKKNYGNSSVQASEMTVPQKPSVCHRPCKIEPVGIQRSYKPEHTGPALHNLCGQKPTIRDPYCRTQNLEIREVFSLAVSDYPQRILGGNAPQKPSSAEGNCLSIAMET.... Result: 0 (the proteins do not interact). (3) Protein 1 (ENSG00000198894) has sequence MERKNPSRESPRRLSAKVGKGTEMKKVARQLGMAAAESDKDSGFSDGSSECLSSAEQMESEDMLSALGWSREDRPRQNSKTAKNAFPTLSPMVVMKNVLVKQGSSSSQLQSWTVQPSFEVISAQPQLLFLHPPVPSPVSPCHTGEKKSDSRNYLPILNSYTKIAPHPGKRGLSLGPEEKGTSGVQKKICTERLGPSLSSSEPTKAGAVPSSPSTPAPPSAKLAEDSALQGVPSLVAGGSPQTLQPVSSSHVAKAPSLTFASPASPVCASDSTLHGLESNSPLSPLSANYSSPLWAAEHLC.... Protein 2 (ENSG00000264058) has sequence MELSQLLNEIRANYEKILTRNQIETVLSTRIQLEEDISKKMDKDEEALKAAQAELKEARRQWHHLQVEIESLHAVERGLENSLHASEQHYQMQLQDLETVIEGLEKELQEVRRGIEKQLQEHEMLLNTKMRLEQEIATYRHLLEKEEIRYYGCIQGGKKDKKPTTSRVGFVLPSAIINEISFTTKVPQKYENENVETVTKQAILNGSIVKESTEAHGTIQTEKVDEVIKEWEGSFFKDNPRLRKKSVSLRFDLHLAATDEGCLETKQDNLPDIEVRLIMRRSCSIPSIKPPSTAN*MELS.... Result: 0 (the proteins do not interact).